Dataset: Catalyst prediction with 721,799 reactions and 888 catalyst types from USPTO. Task: Predict which catalyst facilitates the given reaction. (1) Reactant: [CH2:1]([O:8][CH2:9][C:10]1[O:14][N:13]=[C:12]([C:15]([OH:17])=O)[CH:11]=1)[C:2]1[CH:7]=[CH:6][CH:5]=[CH:4][CH:3]=1.[O:18]1[CH2:23][CH2:22][CH2:21][CH:20]([CH2:24][NH2:25])[CH2:19]1.ON1C2C=CC=CC=2N=N1.Cl.C(N=C=NCCCN(C)C)C.Cl. Product: [O:18]1[CH2:23][CH2:22][CH2:21][CH:20]([CH2:24][NH:25][C:15]([C:12]2[CH:11]=[C:10]([CH2:9][O:8][CH2:1][C:2]3[CH:3]=[CH:4][CH:5]=[CH:6][CH:7]=3)[O:14][N:13]=2)=[O:17])[CH2:19]1. The catalyst class is: 22. (2) Reactant: [O:1]1[CH2:6][CH2:5][CH2:4][CH2:3][CH:2]1[N:7]1[C:15]2[C:10](=[CH:11][C:12](/[CH:16]=[CH:17]/[C:18]([O:20][CH2:21][CH3:22])=[O:19])=[CH:13][CH:14]=2)[CH:9]=[N:8]1. Product: [O:1]1[CH2:6][CH2:5][CH2:4][CH2:3][CH:2]1[N:7]1[C:15]2[C:10](=[CH:11][C:12]([CH2:16][CH2:17][C:18]([O:20][CH2:21][CH3:22])=[O:19])=[CH:13][CH:14]=2)[CH:9]=[N:8]1. The catalyst class is: 19. (3) Reactant: [F:1][C:2]1[CH:7]=[CH:6][C:5]([C:8]2[S:9][C:10]([CH:13]=[O:14])=[CH:11][N:12]=2)=[CH:4][CH:3]=1.[CH3:15][Mg]Br.CCOCC. Product: [F:1][C:2]1[CH:3]=[CH:4][C:5]([C:8]2[S:9][C:10]([CH:13]([OH:14])[CH3:15])=[CH:11][N:12]=2)=[CH:6][CH:7]=1. The catalyst class is: 1. (4) Reactant: [CH3:1][C:2]1[O:6][C:5]([C:7]2[CH:16]=[CH:15][C:10]([C:11]([O:13]C)=[O:12])=[CH:9][CH:8]=2)=[N:4][C:3]=1[CH2:17][O:18][C:19]1[CH:24]=[CH:23][C:22]([CH3:25])=[CH:21][CH:20]=1. Product: [CH3:1][C:2]1[O:6][C:5]([C:7]2[CH:8]=[CH:9][C:10]([C:11]([OH:13])=[O:12])=[CH:15][CH:16]=2)=[N:4][C:3]=1[CH2:17][O:18][C:19]1[CH:20]=[CH:21][C:22]([CH3:25])=[CH:23][CH:24]=1. The catalyst class is: 126. (5) Product: [C:1]([N:5]([CH3:6])[S:22]([C:17]1[CH:18]=[CH:19][CH:20]=[CH:21][C:16]=1[C:14]#[N:15])(=[O:24])=[O:23])([CH3:4])([CH3:3])[CH3:2]. Reactant: [C:1]([NH:5][CH3:6])([CH3:4])([CH3:3])[CH3:2].C(N(CC)CC)C.[C:14]([C:16]1[CH:21]=[CH:20][CH:19]=[CH:18][C:17]=1[S:22](Cl)(=[O:24])=[O:23])#[N:15]. The catalyst class is: 1. (6) Reactant: [Cl:1][C:2]1[C:11]([CH2:12][C:13]([F:16])([F:15])[F:14])=[C:10](Cl)[C:9]2[C:4](=[CH:5][CH:6]=[C:7]([C:18]([C:27]3[N:31]([CH3:32])[C:30]([CH3:33])=[N:29][CH:28]=3)([C:20]3[N:24]([CH3:25])[C:23]([CH3:26])=[N:22][CH:21]=3)[OH:19])[CH:8]=2)[N:3]=1.[NH:34]1[CH2:37][CH2:36][CH2:35]1.CN(C=O)C. Product: [N:34]1([C:10]2[C:9]3[C:4](=[CH:5][CH:6]=[C:7]([C:18]([C:20]4[N:24]([CH3:25])[C:23]([CH3:26])=[N:22][CH:21]=4)([C:27]4[N:31]([CH3:32])[C:30]([CH3:33])=[N:29][CH:28]=4)[OH:19])[CH:8]=3)[N:3]=[C:2]([Cl:1])[C:11]=2[CH2:12][C:13]([F:14])([F:15])[F:16])[CH2:37][CH2:36][CH2:35]1. The catalyst class is: 25.